Dataset: Catalyst prediction with 721,799 reactions and 888 catalyst types from USPTO. Task: Predict which catalyst facilitates the given reaction. Reactant: [OH:1][C:2]1[C:7]([C:8](=[O:23])[NH:9][CH2:10][C:11]2[CH:16]=[CH:15][CH:14]=[C:13]([C:17]3[CH:22]=[CH:21][CH:20]=[CH:19][CH:18]=3)[CH:12]=2)=[CH:6][N:5]=[C:4]([NH:24][C:25](=[O:35])[CH2:26][CH2:27][C:28]([O:30]C(C)(C)C)=[O:29])[N:3]=1.CCOCC. Product: [OH:1][C:2]1[C:7]([C:8](=[O:23])[NH:9][CH2:10][C:11]2[CH:16]=[CH:15][CH:14]=[C:13]([C:17]3[CH:22]=[CH:21][CH:20]=[CH:19][CH:18]=3)[CH:12]=2)=[CH:6][N:5]=[C:4]([NH:24][C:25](=[O:35])[CH2:26][CH2:27][C:28]([OH:30])=[O:29])[N:3]=1. The catalyst class is: 55.